Task: Predict the product of the given reaction.. Dataset: Forward reaction prediction with 1.9M reactions from USPTO patents (1976-2016) (1) Given the reactants [I:1][C:2]1[N:3]=[C:4]([CH3:8])[NH:5][C:6]=1[I:7].Br[CH2:10][CH2:11][NH:12][C:13]([O:15][C:16]([CH3:19])([CH3:18])[CH3:17])=[O:14], predict the reaction product. The product is: [C:16]([O:15][C:13](=[O:14])[NH:12][CH2:11][CH2:10][N:3]1[C:2]([I:1])=[C:6]([I:7])[N:5]=[C:4]1[CH3:8])([CH3:19])([CH3:18])[CH3:17]. (2) Given the reactants [C:1]([O:5][C:6](=[O:12])[NH:7][CH2:8][C@@H:9]([OH:11])[CH3:10])([CH3:4])([CH3:3])[CH3:2].[H-].[Na+].[CH3:15]I, predict the reaction product. The product is: [CH3:15][O:11][C@@H:9]([CH3:10])[CH2:8][NH:7][C:6](=[O:12])[O:5][C:1]([CH3:2])([CH3:4])[CH3:3].